Dataset: Peptide-MHC class I binding affinity with 185,985 pairs from IEDB/IMGT. Task: Regression. Given a peptide amino acid sequence and an MHC pseudo amino acid sequence, predict their binding affinity value. This is MHC class I binding data. (1) The peptide sequence is AWMVHRQWFF. The MHC is HLA-A23:01 with pseudo-sequence HLA-A23:01. The binding affinity (normalized) is 0.792. (2) The peptide sequence is VSFSMVGL. The MHC is H-2-Kb with pseudo-sequence H-2-Kb. The binding affinity (normalized) is 0.817. (3) The peptide sequence is QIPAEMLASI. The MHC is Mamu-A01 with pseudo-sequence Mamu-A01. The binding affinity (normalized) is 0.123. (4) The peptide sequence is TRAPAPFPL. The MHC is HLA-B15:01 with pseudo-sequence HLA-B15:01. The binding affinity (normalized) is 0.0847. (5) The peptide sequence is YHSNVKEL. The binding affinity (normalized) is 0.104. The MHC is Mamu-A11 with pseudo-sequence Mamu-A11. (6) The peptide sequence is AQFSPQYL. The MHC is Patr-B1301 with pseudo-sequence Patr-B1301. The binding affinity (normalized) is 0.274. (7) The peptide sequence is IALIAVSL. The MHC is H-2-Kb with pseudo-sequence H-2-Kb. The binding affinity (normalized) is 0.635.